This data is from Serine/threonine kinase 33 screen with 319,792 compounds. The task is: Binary Classification. Given a drug SMILES string, predict its activity (active/inactive) in a high-throughput screening assay against a specified biological target. (1) The compound is ClC1(Cl)C2C1CCC1C(C1C(=O)Nc1c(Cl)cccc1)CC2. The result is 0 (inactive). (2) The drug is O(C(=O)C=1C(C(=C(NC1C)C)C(OCC)=O)C)CC. The result is 0 (inactive). (3) The compound is S(CC(=O)N1CCc2c1cccc2)c1n(c(nn1)CN1CCOCC1)c1ccccc1. The result is 0 (inactive). (4) The compound is O=c1n(c(=O)n(c2nc(n(CCC(C)C)c12)NCCc1ccccc1)C)C. The result is 0 (inactive). (5) The result is 0 (inactive). The molecule is S(c1ccc(F)cc1)c1ncccc1[N+]([O-])=O. (6) The molecule is Clc1ccc(n2c(nnc2SCC(O)=O)c2sccc2)cc1. The result is 0 (inactive).